Dataset: Full USPTO retrosynthesis dataset with 1.9M reactions from patents (1976-2016). Task: Predict the reactants needed to synthesize the given product. (1) Given the product [CH2:1]([O:3][C:4]([C@H:6]1[CH:10]([OH:11])[CH:9]([NH:12][C:13]([O:15][C:16]([CH3:17])([CH3:19])[CH3:18])=[O:14])[CH2:8][S:7]1)=[O:5])[CH3:2], predict the reactants needed to synthesize it. The reactants are: [CH2:1]([O:3][C:4]([C@H:6]1[C:10](=[O:11])[CH:9]([NH:12][C:13]([O:15][C:16]([CH3:19])([CH3:18])[CH3:17])=[O:14])[CH2:8][S:7]1)=[O:5])[CH3:2].[BH4-].[Na+].CC(C)=O.C(O)(=O)C. (2) Given the product [F:1][C:2]1[CH:18]=[C:17]2[C:5]([CH2:6][CH2:7][N:8]=[C:9]2[C:10]2[CH:15]=[CH:14][CH:13]=[CH:12][CH:11]=2)=[CH:4][CH:3]=1, predict the reactants needed to synthesize it. The reactants are: [F:1][C:2]1[CH:18]=[CH:17][C:5]([CH2:6][CH2:7][NH:8][C:9](=O)[C:10]2[CH:15]=[CH:14][CH:13]=[CH:12][CH:11]=2)=[CH:4][CH:3]=1. (3) Given the product [NH2:17][C:12]1[C:11]2[C:15](=[CH:16][C:8]([C:6]3[N:7]=[C:2]([NH2:1])[N:3]=[C:4]([NH:31][CH2:30][CH2:29][C:24]4[CH:25]=[CH:26][CH:27]=[CH:28][C:23]=4[Cl:22])[CH:5]=3)=[CH:9][CH:10]=2)[NH:14][N:13]=1, predict the reactants needed to synthesize it. The reactants are: [NH2:1][C:2]1[N:7]=[C:6]([C:8]2[CH:16]=[C:15]3[C:11]([C:12]([NH2:17])=[N:13][NH:14]3)=[CH:10][CH:9]=2)[CH:5]=[C:4](S(C)(=O)=O)[N:3]=1.[Cl:22][C:23]1[CH:28]=[CH:27][CH:26]=[CH:25][C:24]=1[CH2:29][CH2:30][NH2:31].CCN(C(C)C)C(C)C. (4) Given the product [Cl:22][CH2:18][C:10]1[N:11]=[C:12]2[CH:17]=[CH:16][CH:15]=[CH:14][N:13]2[C:9]=1[C:8]#[C:7][C:1]1[CH:6]=[CH:5][CH:4]=[CH:3][CH:2]=1, predict the reactants needed to synthesize it. The reactants are: [C:1]1([C:7]#[C:8][C:9]2[N:13]3[CH:14]=[CH:15][CH:16]=[CH:17][C:12]3=[N:11][C:10]=2[CH2:18]O)[CH:6]=[CH:5][CH:4]=[CH:3][CH:2]=1.S(Cl)([Cl:22])=O. (5) Given the product [CH2:19]([NH:21][C:22]1[CH:27]=[C:26]([N:28]2[CH2:29][CH2:30][N:31]([CH3:2])[CH2:32][CH2:33]2)[CH:25]=[CH:24][C:23]=1[N+:34]([O-:36])=[O:35])[CH3:20], predict the reactants needed to synthesize it. The reactants are: F[C:2]1C=C(F)C=CC=1[N+]([O-])=O.CN1CCNCC1.[CH2:19]([NH:21][C:22]1[CH:27]=[C:26]([N:28]2[CH2:33][CH2:32][NH:31][CH2:30][CH2:29]2)[CH:25]=[CH:24][C:23]=1[N+:34]([O-:36])=[O:35])[CH3:20]. (6) Given the product [O:33]=[S:29]1(=[O:32])[CH2:30][CH2:31][N:26]([CH2:25][C:24]2[CH:34]=[CH:35][C:21]([NH:1][C:2]3[S:3][C:4]([C:10]4[CH:11]=[CH:12][C:13]([S:16]([CH3:19])(=[O:18])=[O:17])=[CH:14][CH:15]=4)=[CH:5][C:6]=3[C:7]([NH2:9])=[O:8])=[CH:22][CH:23]=2)[CH2:27][CH2:28]1, predict the reactants needed to synthesize it. The reactants are: [NH2:1][C:2]1[S:3][C:4]([C:10]2[CH:15]=[CH:14][C:13]([S:16]([CH3:19])(=[O:18])=[O:17])=[CH:12][CH:11]=2)=[CH:5][C:6]=1[C:7]([NH2:9])=[O:8].Br[C:21]1[CH:35]=[CH:34][C:24]([CH2:25][N:26]2[CH2:31][CH2:30][S:29](=[O:33])(=[O:32])[CH2:28][CH2:27]2)=[CH:23][CH:22]=1.